From a dataset of Reaction yield outcomes from USPTO patents with 853,638 reactions. Predict the reaction yield, written as a fraction of the theoretical maximum amount of product (1.0 means a 100% yield; for example, 0.34 means a 34% yield). (1) The reactants are [Cl:1][C:2]1[CH:3]=[CH:4][C:5]2[CH2:11][S:10](=[O:13])(=[O:12])[NH:9][N:8]=[C:7]([C:14]3[CH:19]=[CH:18][C:17]([F:20])=[CH:16][CH:15]=3)[C:6]=2[CH:21]=1.[CH2:22](I)[CH3:23]. No catalyst specified. The product is [Cl:1][C:2]1[CH:3]=[CH:4][C:5]2[CH2:11][S:10](=[O:12])(=[O:13])[N:9]([CH2:22][CH3:23])[N:8]=[C:7]([C:14]3[CH:19]=[CH:18][C:17]([F:20])=[CH:16][CH:15]=3)[C:6]=2[CH:21]=1. The yield is 0.900. (2) The reactants are FC(F)(F)C(OC(=O)C(F)(F)F)=O.[CH2:14]([O:16][C:17]([C:19]12[CH2:26][CH2:25][C:22]([NH:27][CH2:28][C:29]([N:31]3[CH2:35][C@@H:34]([F:36])[CH2:33][C@H:32]3[C:37]([NH2:39])=O)=[O:30])([CH2:23][CH2:24]1)[CH2:21][CH2:20]2)=[O:18])[CH3:15].C(=O)(O)[O-].[Na+]. The catalyst is O1CCCC1. The product is [CH2:14]([O:16][C:17]([C:19]12[CH2:26][CH2:25][C:22]([NH:27][CH2:28][C:29]([N:31]3[CH2:35][C@@H:34]([F:36])[CH2:33][C@H:32]3[C:37]#[N:39])=[O:30])([CH2:23][CH2:24]1)[CH2:21][CH2:20]2)=[O:18])[CH3:15]. The yield is 0.670. (3) The reactants are [C:1]([C:3]1[C:8]([O:9][CH3:10])=[CH:7][CH:6]=[CH:5][C:4]=1[N:11]1[C:19]2[C:14](=[CH:15][CH:16]=[C:17]([N+:20]([O-:22])=[O:21])[CH:18]=2)[C:13]([CH3:23])=[N:12]1)#N.S(=O)(=O)(O)[OH:25].[OH2:29]. No catalyst specified. The product is [C:1]([C:3]1[C:8]([O:9][CH3:10])=[CH:7][CH:6]=[CH:5][C:4]=1[N:11]1[C:19]2[C:14](=[CH:15][CH:16]=[C:17]([N+:20]([O-:22])=[O:21])[CH:18]=2)[C:13]([CH3:23])=[N:12]1)([OH:25])=[O:29]. The yield is 0.916.